This data is from Reaction yield outcomes from USPTO patents with 853,638 reactions. The task is: Predict the reaction yield, written as a fraction of the theoretical maximum amount of product (1.0 means a 100% yield; for example, 0.34 means a 34% yield). (1) The reactants are [Cl:1][C:2]1[C:7]([CH3:8])=[C:6]([C:9]([OH:11])=[O:10])[CH:5]=[CH:4][N:3]=1.[C:12](=O)([O-])[O-].[K+].[K+].CI. The catalyst is CN(C=O)C. The product is [Cl:1][C:2]1[C:7]([CH3:8])=[C:6]([C:9]([O:11][CH3:12])=[O:10])[CH:5]=[CH:4][N:3]=1. The yield is 0.590. (2) The reactants are CC([O-])(C)C.[K+].CC1C=CC(S([CH2:17][N+:18]#[C-])(=O)=O)=CC=1.[F:20][C:21]1[CH:22]=[C:23]([CH:26]=[CH:27][C:28]=1[O:29][CH3:30])[CH:24]=O.CO. The catalyst is C1COCC1.O. The product is [F:20][C:21]1[CH:22]=[C:23]([CH2:24][C:17]#[N:18])[CH:26]=[CH:27][C:28]=1[O:29][CH3:30]. The yield is 0.580. (3) The reactants are Br[CH2:2][CH2:3][C:4]([OH:6])=[O:5].[OH-].[K+].[F:9][C:10]([F:15])([F:14])[CH2:11][CH2:12][SH:13].Cl. The catalyst is CO. The product is [F:9][C:10]([F:15])([F:14])[CH2:11][CH2:12][S:13][CH2:2][CH2:3][C:4]([OH:6])=[O:5]. The yield is 0.880. (4) The reactants are [H-].[Na+].[O:3]1[CH2:7][CH2:6][CH2:5][CH2:4]1.C1(O)CCC1.[CH2:13]([Sn:17]([CH2:24][CH2:25][CH2:26][CH3:27])([CH2:20][CH2:21][CH2:22][CH3:23])[CH2:18]I)[CH2:14][CH2:15][CH3:16]. The catalyst is O.CCCCCCC.CN(C)C=O. The product is [CH2:24]([Sn:17]([CH2:13][CH2:14][CH2:15][CH3:16])([CH2:20][CH2:21][CH2:22][CH3:23])[CH2:18][O:3][CH:7]1[CH2:6][CH2:5][CH2:4]1)[CH2:25][CH2:26][CH3:27]. The yield is 0.920. (5) The reactants are [CH2:1]([O:8][C:9]([C:11]1[C:19]2[C:14](=[CH:15][CH:16]=[C:17]([O:20][C:21]([C:24]([OH:26])=O)([CH3:23])[CH3:22])[CH:18]=2)[NH:13][C:12]=1[CH3:27])=[O:10])[C:2]1[CH:7]=[CH:6][CH:5]=[CH:4][CH:3]=1.[CH2:28]([NH:30][CH2:31][CH3:32])[CH3:29].CN(C(ON1N=NC2C=CC=CC1=2)=[N+](C)C)C.F[P-](F)(F)(F)(F)F.CCCCCC.C(OCC)(=O)C. The catalyst is C(OC(=O)C)C. The product is [CH2:1]([O:8][C:9]([C:11]1[C:19]2[C:14](=[CH:15][CH:16]=[C:17]([O:20][C:21]([C:24](=[O:26])[N:30]([CH2:31][CH3:32])[CH2:28][CH3:29])([CH3:22])[CH3:23])[CH:18]=2)[NH:13][C:12]=1[CH3:27])=[O:10])[C:2]1[CH:3]=[CH:4][CH:5]=[CH:6][CH:7]=1. The yield is 0.120. (6) The reactants are [NH:1]1[C:5]2=[N:6][CH:7]=[C:8]([NH2:10])[CH:9]=[C:4]2[CH:3]=[CH:2]1.Cl[C:12]([O:14][CH2:15][C:16]1[CH:21]=[CH:20][CH:19]=[CH:18][CH:17]=1)=[O:13].[OH-].[Na+].C(O)(=O)CC(CC(O)=O)(C(O)=O)O. The catalyst is C1COCC1. The product is [NH:1]1[C:5]2=[N:6][CH:7]=[C:8]([NH:10][C:12](=[O:13])[O:14][CH2:15][C:16]3[CH:21]=[CH:20][CH:19]=[CH:18][CH:17]=3)[CH:9]=[C:4]2[CH:3]=[CH:2]1. The yield is 0.770.